Dataset: Retrosynthesis with 50K atom-mapped reactions and 10 reaction types from USPTO. Task: Predict the reactants needed to synthesize the given product. (1) Given the product O=C(CCn1ncc2cc(-c3c[nH]c4cc(F)ccc34)ccc21)N1CCNCC1, predict the reactants needed to synthesize it. The reactants are: CC(C)(C)OC(=O)N1CCN(C(=O)CCn2ncc3cc(-c4c[nH]c5cc(F)ccc45)ccc32)CC1. (2) Given the product COC(=O)C=Cc1cc(F)cc(-c2cncc(OC[C@@H]3CCN3C(=O)OC(C)(C)C)c2)c1, predict the reactants needed to synthesize it. The reactants are: CC(C)(C)OC(=O)N1CC[C@H]1COc1cncc([Sn](C)(C)C)c1.COC(=O)C=Cc1cc(F)cc(I)c1. (3) Given the product CC(C)(C)OC(=O)N1CCC(COCc2cc(Br)cc(C(F)(F)F)c2)(c2cccnc2)CC1, predict the reactants needed to synthesize it. The reactants are: CC(C)(C)OC(=O)N1CCC(CO)(c2cccnc2)CC1.FC(F)(F)c1cc(Br)cc(CBr)c1. (4) Given the product Cc1onc(-c2ccccc2)c1-c1cn2cc(NC(=O)CC3CC3)ccc2n1, predict the reactants needed to synthesize it. The reactants are: Cc1onc(-c2ccccc2)c1-c1cn2cc(N)ccc2n1.O=C(O)CC1CC1. (5) Given the product CC(C)(C)c1nc(N2CCC(F)(F)C2)c2nnn(CC(=O)c3ccccc3Cl)c2n1, predict the reactants needed to synthesize it. The reactants are: CCn1nnc2c(N3CCC(F)(F)C3)nc(C(C)(C)C)nc21.O=C(CBr)c1ccccc1Cl.